From a dataset of Full USPTO retrosynthesis dataset with 1.9M reactions from patents (1976-2016). Predict the reactants needed to synthesize the given product. (1) Given the product [Cl:1][C:2]1[CH:3]=[C:4]([CH:27]=[CH:28][C:29]=1[F:30])[NH:5][C:6]1[C:15]2[C:10](=[CH:11][C:12]([O:22][CH2:23][CH2:24][CH2:25][N:35]3[CH2:36][CH2:37][N:32]([CH3:31])[CH2:33][CH2:34]3)=[CH:13][C:14]=2[O:16][CH:17]2[CH2:21][CH2:20][O:19][CH2:18]2)[N:9]=[CH:8][N:7]=1, predict the reactants needed to synthesize it. The reactants are: [Cl:1][C:2]1[CH:3]=[C:4]([CH:27]=[CH:28][C:29]=1[F:30])[NH:5][C:6]1[C:15]2[C:10](=[CH:11][C:12]([O:22][CH2:23][CH2:24][CH2:25]Cl)=[CH:13][C:14]=2[O:16][CH:17]2[CH2:21][CH2:20][O:19][CH2:18]2)[N:9]=[CH:8][N:7]=1.[CH3:31][N:32]1[CH2:37][CH2:36][NH:35][CH2:34][CH2:33]1. (2) Given the product [F:22][C:19]1[CH:18]=[CH:17][C:16]([CH2:15][CH:10]2[CH2:9][NH:8][CH2:14][CH2:13][CH2:12][O:11]2)=[CH:21][CH:20]=1, predict the reactants needed to synthesize it. The reactants are: C([N:8]1[CH2:14][CH2:13][CH2:12][O:11][CH:10]([CH2:15][C:16]2[CH:21]=[CH:20][C:19]([F:22])=[CH:18][CH:17]=2)[CH2:9]1)C1C=CC=CC=1. (3) Given the product [CH3:20][O:21][C:22]1[CH:29]=[C:28]([N:30]2[CH2:35][CH2:34][CH:33]([N:36]3[CH2:37][CH2:38][N:39]([CH3:42])[CH2:40][CH2:41]3)[CH2:32][CH2:31]2)[CH:27]=[CH:26][C:23]=1[C:24]1[NH:1][C:2]2=[N:3][CH:4]=[CH:5][C:6]([NH:9][C@@H:10]3[C@@H:15]4[CH2:16][C@@H:12]([CH:13]=[CH:14]4)[C@@H:11]3[C:17]([NH2:19])=[O:18])=[C:7]2[N:8]=1, predict the reactants needed to synthesize it. The reactants are: [NH2:1][C:2]1[C:7]([NH2:8])=[C:6]([NH:9][C@@H:10]2[C@@H:15]3[CH2:16][C@@H:12]([CH:13]=[CH:14]3)[C@@H:11]2[C:17]([NH2:19])=[O:18])[CH:5]=[CH:4][N:3]=1.[CH3:20][O:21][C:22]1[CH:29]=[C:28]([N:30]2[CH2:35][CH2:34][CH:33]([N:36]3[CH2:41][CH2:40][N:39]([CH3:42])[CH2:38][CH2:37]3)[CH2:32][CH2:31]2)[CH:27]=[CH:26][C:23]=1[CH:24]=O.